Dataset: Forward reaction prediction with 1.9M reactions from USPTO patents (1976-2016). Task: Predict the product of the given reaction. (1) Given the reactants [CH2:1]([O:8][C:9]1[CH:14]=[C:13](Br)[CH:12]=[C:11]([Br:16])[CH:10]=1)[C:2]1[CH:7]=[CH:6][CH:5]=[CH:4][CH:3]=1.[CH3:17][S-:18].[Na+].C(OCC)C.O, predict the reaction product. The product is: [CH2:1]([O:8][C:9]1[CH:14]=[C:13]([S:18][CH3:17])[CH:12]=[C:11]([Br:16])[CH:10]=1)[C:2]1[CH:7]=[CH:6][CH:5]=[CH:4][CH:3]=1. (2) The product is: [Cl:1][CH2:2][C:3]1[CH:11]=[CH:10][C:6]([C:7]([C:18]2[N:14]([CH2:12][CH3:13])[C:15]([C:20]([O:22][CH2:23][CH3:24])=[O:21])=[CH:16][C:17]=2[CH3:19])=[O:8])=[CH:5][CH:4]=1. Given the reactants [Cl:1][CH2:2][C:3]1[CH:11]=[CH:10][C:6]([C:7](Cl)=[O:8])=[CH:5][CH:4]=1.[CH2:12]([N:14]1[CH:18]=[C:17]([CH3:19])[CH:16]=[C:15]1[C:20]([O:22][CH2:23][CH3:24])=[O:21])[CH3:13], predict the reaction product. (3) Given the reactants [CH2:1](N(CC)CC)C.[CH3:8][O:9][C:10]1[CH:17]=[CH:16][C:13]([CH2:14][NH2:15])=[CH:12][CH:11]=1.Cl[C:19]1[C:24]([C:25]([OH:27])=[O:26])=[CH:23][C:22]([C:28]([F:31])([F:30])[F:29])=[CH:21][N:20]=1.C[Si](C=[N+]=[N-])(C)C.CCCCCC, predict the reaction product. The product is: [CH3:8][O:9][C:10]1[CH:17]=[CH:16][C:13]([CH2:14][NH:15][C:19]2[C:24]([C:25]([O:27][CH3:1])=[O:26])=[CH:23][C:22]([C:28]([F:31])([F:30])[F:29])=[CH:21][N:20]=2)=[CH:12][CH:11]=1. (4) Given the reactants C[O:2][C:3]1[C:4](=O)[CH:5]([C:11](=O)[C:12]([O:14][CH2:15][CH3:16])=[O:13])[CH2:6][C:7]([CH3:10])([CH3:9])[CH:8]=1.[CH3:19][NH:20][NH2:21], predict the reaction product. The product is: [CH3:19][N:20]1[C:4]2[C:3](=[O:2])[CH2:8][C:7]([CH3:10])([CH3:9])[CH2:6][C:5]=2[C:11]([C:12]([O:14][CH2:15][CH3:16])=[O:13])=[N:21]1.